This data is from Forward reaction prediction with 1.9M reactions from USPTO patents (1976-2016). The task is: Predict the product of the given reaction. (1) Given the reactants C[Si](C)(C)C#N.[Cl:7][C:8]1[N:13]=[C:12]([CH:14]=[O:15])[CH:11]=[CH:10][CH:9]=1.C[Si]([N-][Si](C)(C)C)(C)C.[Li+].ClC1N=[C:31]([CH:33]([O:36][Si](C)(C)C)[C:34]#N)[CH:30]=[CH:29]C=1.C1(=O)CCCC1.Cl.C(=O)([O-])O.[Na+], predict the reaction product. The product is: [Cl:7][C:8]1[N:13]=[C:12]([C:14]([C:33]2([OH:36])[CH2:31][CH2:30][CH2:29][CH2:34]2)=[O:15])[CH:11]=[CH:10][CH:9]=1. (2) Given the reactants C([O:3][C:4](=[O:46])[CH2:5][CH2:6][CH2:7][O:8][C:9]1[CH:14]=[CH:13][CH:12]=[C:11]([CH2:15][CH2:16][CH2:17][CH2:18][CH2:19][CH2:20][O:21][C:22]2[CH:27]=[C:26]([I:28])[CH:25]=[C:24]([C:29](=[O:38])[NH:30][CH2:31][C:32]3[CH:37]=[CH:36][CH:35]=[CH:34][CH:33]=3)[CH:23]=2)[C:10]=1[CH2:39][CH2:40][C:41]([O:43]CC)=[O:42])C.[OH-].[Na+].Cl, predict the reaction product. The product is: [CH2:31]([NH:30][C:29]([C:24]1[CH:23]=[C:22]([CH:27]=[C:26]([I:28])[CH:25]=1)[O:21][CH2:20][CH2:19][CH2:18][CH2:17][CH2:16][CH2:15][C:11]1[C:10]([CH2:39][CH2:40][C:41]([OH:43])=[O:42])=[C:9]([CH:14]=[CH:13][CH:12]=1)[O:8][CH2:7][CH2:6][CH2:5][C:4]([OH:46])=[O:3])=[O:38])[C:32]1[CH:37]=[CH:36][CH:35]=[CH:34][CH:33]=1. (3) The product is: [CH3:3][CH:4]1[CH2:9][CH2:8][N:7]([C:10]([C:12]2[CH:20]=[CH:19][C:18]3[N:17]([CH2:33][C:34]4[CH:35]=[CH:36][C:37]([S:40]([CH3:43])(=[O:42])=[O:41])=[CH:38][CH:39]=4)[C:16]4[CH2:21][CH2:22][N:23]([C:25]([O:27][C:28]([CH3:30])([CH3:29])[CH3:31])=[O:26])[CH2:24][C:15]=4[C:14]=3[CH:13]=2)=[O:11])[CH2:6][CH2:5]1. Given the reactants [H-].[Na+].[CH3:3][CH:4]1[CH2:9][CH2:8][N:7]([C:10]([C:12]2[CH:20]=[CH:19][C:18]3[NH:17][C:16]4[CH2:21][CH2:22][N:23]([C:25]([O:27][C:28]([CH3:31])([CH3:30])[CH3:29])=[O:26])[CH2:24][C:15]=4[C:14]=3[CH:13]=2)=[O:11])[CH2:6][CH2:5]1.Cl[CH2:33][C:34]1[CH:39]=[CH:38][C:37]([S:40]([CH3:43])(=[O:42])=[O:41])=[CH:36][CH:35]=1, predict the reaction product. (4) Given the reactants Br[C:2]1[CH:3]=[CH:4][C:5]2[O:11][CH2:10][CH2:9][N:8]3[C:12]([C:18]([NH:20][CH3:21])=[O:19])=[C:13]([C:15]([NH2:17])=[O:16])[N:14]=[C:7]3[C:6]=2[CH:22]=1.[N:23]1[CH:28]=[CH:27][CH:26]=[CH:25][C:24]=1[C@:29]([OH:33])([C:31]#[CH:32])[CH3:30], predict the reaction product. The product is: [OH:33][C@@:29]([C:24]1[CH:25]=[CH:26][CH:27]=[CH:28][N:23]=1)([CH3:30])[C:31]#[C:32][C:2]1[CH:3]=[CH:4][C:5]2[O:11][CH2:10][CH2:9][N:8]3[C:12]([C:18]([NH:20][CH3:21])=[O:19])=[C:13]([C:15]([NH2:17])=[O:16])[N:14]=[C:7]3[C:6]=2[CH:22]=1. (5) The product is: [N:18]1[CH:23]=[CH:22][CH:21]=[C:20]([CH2:24][CH2:25][CH2:26][O:1][C:2]2[CH:3]=[C:4]3[C:8](=[CH:9][CH:10]=2)[CH2:7][C@H:6]([NH:11][S:12]([CH:15]([CH3:17])[CH3:16])(=[O:14])=[O:13])[CH2:5]3)[CH:19]=1. Given the reactants [OH:1][C:2]1[CH:3]=[C:4]2[C:8](=[CH:9][CH:10]=1)[CH2:7][C@H:6]([NH:11][S:12]([CH:15]([CH3:17])[CH3:16])(=[O:14])=[O:13])[CH2:5]2.[N:18]1[CH:23]=[CH:22][CH:21]=[C:20]([CH2:24][CH2:25][CH2:26]O)[CH:19]=1.N(C(OC(C)C)=O)=NC(OC(C)C)=O.C1(P(C2C=CC=CC=2)C2C=CC=CC=2)C=CC=CC=1, predict the reaction product. (6) Given the reactants [Cl:1][C:2]1[C:12]([F:13])=[CH:11][CH:10]=[C:9]([F:14])[C:3]=1[CH2:4][NH:5][C:6]([NH2:8])=[O:7].C([O:17][CH:18]=[C:19]([C:25](OCC)=O)[C:20]([O:22][CH2:23][CH3:24])=[O:21])C.[O-]CC.[Na+].Cl, predict the reaction product. The product is: [Cl:1][C:2]1[C:12]([F:13])=[CH:11][CH:10]=[C:9]([F:14])[C:3]=1[CH2:4][N:5]1[C:18](=[O:17])[C:19]([C:20]([O:22][CH2:23][CH3:24])=[O:21])=[CH:25][NH:8][C:6]1=[O:7].